From a dataset of NCI-60 drug combinations with 297,098 pairs across 59 cell lines. Regression. Given two drug SMILES strings and cell line genomic features, predict the synergy score measuring deviation from expected non-interaction effect. (1) Drug 1: C1=NC2=C(N=C(N=C2N1C3C(C(C(O3)CO)O)O)F)N. Drug 2: C1=CC=C(C(=C1)C(C2=CC=C(C=C2)Cl)C(Cl)Cl)Cl. Cell line: SR. Synergy scores: CSS=3.04, Synergy_ZIP=-3.99, Synergy_Bliss=-2.99, Synergy_Loewe=-1.28, Synergy_HSA=-0.819. (2) Drug 1: CCC1(C2=C(COC1=O)C(=O)N3CC4=CC5=C(C=CC(=C5CN(C)C)O)N=C4C3=C2)O.Cl. Drug 2: C(CCl)NC(=O)N(CCCl)N=O. Cell line: OVCAR3. Synergy scores: CSS=26.9, Synergy_ZIP=-1.48, Synergy_Bliss=1.96, Synergy_Loewe=-25.4, Synergy_HSA=1.97. (3) Drug 1: CCCCC(=O)OCC(=O)C1(CC(C2=C(C1)C(=C3C(=C2O)C(=O)C4=C(C3=O)C=CC=C4OC)O)OC5CC(C(C(O5)C)O)NC(=O)C(F)(F)F)O. Drug 2: CC1CCC2CC(C(=CC=CC=CC(CC(C(=O)C(C(C(=CC(C(=O)CC(OC(=O)C3CCCCN3C(=O)C(=O)C1(O2)O)C(C)CC4CCC(C(C4)OC)O)C)C)O)OC)C)C)C)OC. Cell line: PC-3. Synergy scores: CSS=33.3, Synergy_ZIP=1.05, Synergy_Bliss=14.2, Synergy_Loewe=8.94, Synergy_HSA=10.0. (4) Drug 1: CC(CN1CC(=O)NC(=O)C1)N2CC(=O)NC(=O)C2. Drug 2: CC1OCC2C(O1)C(C(C(O2)OC3C4COC(=O)C4C(C5=CC6=C(C=C35)OCO6)C7=CC(=C(C(=C7)OC)O)OC)O)O. Cell line: RXF 393. Synergy scores: CSS=33.5, Synergy_ZIP=0.597, Synergy_Bliss=5.24, Synergy_Loewe=7.58, Synergy_HSA=9.38. (5) Drug 1: C1=C(C(=O)NC(=O)N1)N(CCCl)CCCl. Drug 2: C#CCC(CC1=CN=C2C(=N1)C(=NC(=N2)N)N)C3=CC=C(C=C3)C(=O)NC(CCC(=O)O)C(=O)O. Cell line: MOLT-4. Synergy scores: CSS=55.9, Synergy_ZIP=0.978, Synergy_Bliss=0.997, Synergy_Loewe=1.20, Synergy_HSA=1.21. (6) Drug 1: CC1=C2C(C(=O)C3(C(CC4C(C3C(C(C2(C)C)(CC1OC(=O)C(C(C5=CC=CC=C5)NC(=O)OC(C)(C)C)O)O)OC(=O)C6=CC=CC=C6)(CO4)OC(=O)C)OC)C)OC. Drug 2: COC1=NC(=NC2=C1N=CN2C3C(C(C(O3)CO)O)O)N. Cell line: SNB-75. Synergy scores: CSS=16.5, Synergy_ZIP=-3.18, Synergy_Bliss=-6.10, Synergy_Loewe=-43.5, Synergy_HSA=-6.13. (7) Drug 1: CN(C)N=NC1=C(NC=N1)C(=O)N. Drug 2: CCCS(=O)(=O)NC1=C(C(=C(C=C1)F)C(=O)C2=CNC3=C2C=C(C=N3)C4=CC=C(C=C4)Cl)F. Cell line: SK-MEL-5. Synergy scores: CSS=28.0, Synergy_ZIP=-5.61, Synergy_Bliss=1.000, Synergy_Loewe=-21.1, Synergy_HSA=0.480.